Dataset: Forward reaction prediction with 1.9M reactions from USPTO patents (1976-2016). Task: Predict the product of the given reaction. (1) Given the reactants [F:1][C:2]([F:15])([F:14])[S:3]([O:6]S(C(F)(F)F)(=O)=O)(=[O:5])=[O:4].[CH:16]1([N:19]2[CH:24]=[CH:23][C:22](O)=[CH:21][C:20]2=[O:26])[CH2:18][CH2:17]1.CCN(CC)CC, predict the reaction product. The product is: [CH:16]1([N:19]2[CH:24]=[CH:23][C:22]([O:6][S:3]([C:2]([F:15])([F:14])[F:1])(=[O:5])=[O:4])=[CH:21][C:20]2=[O:26])[CH2:18][CH2:17]1. (2) Given the reactants [CH3:1][CH:2]1[CH:13]=[C:12]([CH3:14])[CH2:11][CH2:10][C:3]21[C:7](=[O:8])[O:6][C:5](=O)[CH2:4]2.[CH2:15]([Mg]Cl)[CH3:16].Cl.[C:20]1(C)C=CC=C[CH:21]=1, predict the reaction product. The product is: [CH2:20]([C:5]1([CH2:15][CH3:16])[CH2:4][C:3]2([CH2:10][CH2:11][C:12]([CH3:14])=[CH:13][CH:2]2[CH3:1])[C:7](=[O:8])[O:6]1)[CH3:21]. (3) Given the reactants [CH3:1][S:2]([N:5]1[CH2:10][CH2:9][NH:8][CH2:7][CH2:6]1)(=[O:4])=[O:3].Cl[C:12]1[N:17]=[C:16]([Cl:18])[N:15]=[C:14]2[N:19]([CH3:22])[N:20]=[CH:21][C:13]=12, predict the reaction product. The product is: [Cl:18][C:16]1[N:15]=[C:14]2[N:19]([CH3:22])[N:20]=[CH:21][C:13]2=[C:12]([N:8]2[CH2:9][CH2:10][N:5]([S:2]([CH3:1])(=[O:4])=[O:3])[CH2:6][CH2:7]2)[N:17]=1. (4) Given the reactants [Cl:1][C:2]1[CH:3]=[C:4]([O:12][CH2:13][C:14]2[C:24]([F:25])=[CH:23][C:17]([C:18]([O:20]CC)=[O:19])=[C:16]([F:26])[CH:15]=2)[CH:5]=[N:6][C:7]=1[O:8][CH:9]([CH3:11])[CH3:10].O1CCCC1.CO.[OH-].[Na+].Cl, predict the reaction product. The product is: [Cl:1][C:2]1[CH:3]=[C:4]([O:12][CH2:13][C:14]2[C:24]([F:25])=[CH:23][C:17]([C:18]([OH:20])=[O:19])=[C:16]([F:26])[CH:15]=2)[CH:5]=[N:6][C:7]=1[O:8][CH:9]([CH3:10])[CH3:11]. (5) Given the reactants [F:1][C:2]1[CH:30]=[CH:29][CH:28]=[CH:27][C:3]=1[CH2:4][N:5]1[CH2:10][CH2:9][S:8][CH:7]([C:11]([NH:13][C:14]2[CH:15]=[C:16]3[C:20](=[CH:21][CH:22]=2)[NH:19][N:18]=[C:17]3[C:23]([O:25]C)=[O:24])=[O:12])[CH2:6]1.[Li+].[OH-].Cl, predict the reaction product. The product is: [F:1][C:2]1[CH:30]=[CH:29][CH:28]=[CH:27][C:3]=1[CH2:4][N:5]1[CH2:10][CH2:9][S:8][CH:7]([C:11]([NH:13][C:14]2[CH:15]=[C:16]3[C:20](=[CH:21][CH:22]=2)[NH:19][N:18]=[C:17]3[C:23]([OH:25])=[O:24])=[O:12])[CH2:6]1. (6) The product is: [C:1]([C:5]1[CH:29]=[CH:28][C:8]([CH2:9][NH:10][C:11]2[CH:26]=[CH:25][C:24]([Cl:27])=[CH:23][C:12]=2[C:13]([NH:15][C:16]2[CH:21]=[CH:20][C:19]([Cl:22])=[CH:18][N:17]=2)=[O:14])=[C:7]([O:30][CH:31]2[CH2:36][CH2:35][NH:34][CH2:33][CH2:32]2)[CH:6]=1)([CH3:4])([CH3:2])[CH3:3]. Given the reactants [C:1]([C:5]1[CH:29]=[CH:28][C:8]([CH2:9][NH:10][C:11]2[CH:26]=[CH:25][C:24]([Cl:27])=[CH:23][C:12]=2[C:13]([NH:15][C:16]2[CH:21]=[CH:20][C:19]([Cl:22])=[CH:18][N:17]=2)=[O:14])=[C:7]([O:30][CH:31]2[CH2:36][CH2:35][N:34](C(OC(C)(C)C)=O)[CH2:33][CH2:32]2)[CH:6]=1)([CH3:4])([CH3:3])[CH3:2].[OH-].[Na+], predict the reaction product. (7) Given the reactants [Br:1][C:2]1[C:11]([CH2:12]Br)=[C:10]2[C:5]([CH:6]=[CH:7][C:8]([O:14][CH3:15])=[N:9]2)=[CH:4][CH:3]=1.C([O-])(O)=[O:17].[Na+], predict the reaction product. The product is: [Br:1][C:2]1[C:11]([CH2:12][OH:17])=[C:10]2[C:5]([CH:6]=[CH:7][C:8]([O:14][CH3:15])=[N:9]2)=[CH:4][CH:3]=1. (8) Given the reactants C(OC([N:8]1[CH2:24][CH2:23][C@@H:11]2[N:12]([CH3:22])[C:13]3[C:14]([C:20]#[N:21])=[CH:15][C:16](Br)=[CH:17][C:18]=3[C@@H:10]2[CH2:9]1)=O)(C)(C)C.[Br-].[CH2:26]([Zn+])[CH2:27][CH2:28][CH3:29], predict the reaction product. The product is: [CH2:26]([C:16]1[CH:17]=[C:18]2[C:13](=[C:14]([C:20]#[N:21])[CH:15]=1)[N:12]([CH3:22])[C@H:11]1[CH2:23][CH2:24][NH:8][CH2:9][C@@H:10]21)[CH2:27][CH2:28][CH3:29].